This data is from Full USPTO retrosynthesis dataset with 1.9M reactions from patents (1976-2016). The task is: Predict the reactants needed to synthesize the given product. (1) Given the product [CH2:1]([CH:7]=[CH:6][SiH:8]([O:11][CH3:12])[O:9][CH3:10])[CH2:2][CH3:3], predict the reactants needed to synthesize it. The reactants are: [CH2:1](Cl)[CH2:2][CH3:3].[Mg].[CH:6]([Si:8](OC)([O:11][CH3:12])[O:9][CH3:10])=[CH2:7].CCCCCC. (2) Given the product [C:17]([C:2]1[CH:3]=[C:4]([CH:9]=[C:10]([O:12][C:13]([F:16])([F:15])[F:14])[CH:11]=1)[C:5]([O:7][CH3:8])=[O:6])#[N:18], predict the reactants needed to synthesize it. The reactants are: Br[C:2]1[CH:3]=[C:4]([CH:9]=[C:10]([O:12][C:13]([F:16])([F:15])[F:14])[CH:11]=1)[C:5]([O:7][CH3:8])=[O:6].[C:17](C1C=C(C=C(OC(C)C)C=1)C(OC)=O)#[N:18]. (3) Given the product [Cl:1][C:2]1[CH:3]=[C:4]([N:12]([CH2:26][C:25]2[CH:28]=[CH:29][C:22]([O:21][CH3:20])=[CH:23][CH:24]=2)[C:13](=[O:19])[O:14][C:15]([CH3:16])([CH3:18])[CH3:17])[C:5]2[N:6]([C:8]([CH3:11])=[N:9][N:10]=2)[N:7]=1, predict the reactants needed to synthesize it. The reactants are: [Cl:1][C:2]1[CH:3]=[C:4]([NH:12][C:13](=[O:19])[O:14][C:15]([CH3:18])([CH3:17])[CH3:16])[C:5]2[N:6]([C:8]([CH3:11])=[N:9][N:10]=2)[N:7]=1.[CH3:20][O:21][C:22]1[CH:29]=[CH:28][C:25]([CH2:26]Cl)=[CH:24][CH:23]=1. (4) Given the product [F:43][C:24]([F:23])([F:44])[C:25]1[CH:26]=[CH:27][C:28]([O:31][C:32]2[CH:42]=[CH:41][C:35]([O:36][CH:37]([CH3:40])[CH:38]=[O:39])=[CH:34][CH:33]=2)=[N:29][CH:30]=1, predict the reactants needed to synthesize it. The reactants are: CC(OI1(OC(C)=O)(OC(C)=O)OC(=O)C2C=CC=CC1=2)=O.[F:23][C:24]([F:44])([F:43])[C:25]1[CH:26]=[CH:27][C:28]([O:31][C:32]2[CH:42]=[CH:41][C:35]([O:36][CH:37]([CH3:40])[CH2:38][OH:39])=[CH:34][CH:33]=2)=[N:29][CH:30]=1. (5) Given the product [C:14]([N:1]1[CH2:5][CH2:4][CH:3]([NH:6][C:7](=[O:13])[O:8][C:9]([CH3:10])([CH3:12])[CH3:11])[CH2:2]1)(=[O:16])[CH3:15], predict the reactants needed to synthesize it. The reactants are: [NH:1]1[CH2:5][CH2:4][CH:3]([NH:6][C:7](=[O:13])[O:8][C:9]([CH3:12])([CH3:11])[CH3:10])[CH2:2]1.[C:14](Cl)(=[O:16])[CH3:15]. (6) Given the product [CH3:22][O:23][C:24]1[CH:25]=[C:26]2[C:31](=[CH:32][C:33]=1[O:34][CH3:35])[N:30]=[CH:29][CH:28]=[C:27]2[O:36][C:37]1[CH:42]=[CH:41][C:40]([NH:43][C:15]([C:12]2[C:13](=[O:14])[N:8]([C:5]3[CH:4]=[CH:3][C:2]([F:1])=[CH:7][CH:6]=3)[C:9](=[O:21])[N:10]([CH:18]([CH3:20])[CH3:19])[N:11]=2)=[O:17])=[CH:39][C:38]=1[F:44], predict the reactants needed to synthesize it. The reactants are: [F:1][C:2]1[CH:7]=[CH:6][C:5]([N:8]2[C:13](=[O:14])[C:12]([C:15]([OH:17])=O)=[N:11][N:10]([CH:18]([CH3:20])[CH3:19])[C:9]2=[O:21])=[CH:4][CH:3]=1.[CH3:22][O:23][C:24]1[CH:25]=[C:26]2[C:31](=[CH:32][C:33]=1[O:34][CH3:35])[N:30]=[CH:29][CH:28]=[C:27]2[O:36][C:37]1[CH:42]=[CH:41][C:40]([NH2:43])=[CH:39][C:38]=1[F:44].F[P-](F)(F)(F)(F)F.C[N+](C)=C(N(C)C)ON1C2N=CC=CC=2N=N1.C(N(CC)C(C)C)(C)C. (7) Given the product [C:32]([O:31][C:29]([N:15]1[CH2:16][CH2:17][C@@H:12]([CH3:11])[C@@H:13]([C:18]([OH:20])=[O:19])[CH2:14]1)=[O:30])([CH3:35])([CH3:34])[CH3:33], predict the reactants needed to synthesize it. The reactants are: O[C@@H]([C@H](O)C(O)=O)C(O)=O.[CH3:11][C@@H:12]1[CH2:17][CH2:16][NH:15][CH2:14][C@@H:13]1[C:18]([O:20]CC)=[O:19].Cl.C([O-])(O)=O.[Na+].[C:29](O[C:29]([O:31][C:32]([CH3:35])([CH3:34])[CH3:33])=[O:30])([O:31][C:32]([CH3:35])([CH3:34])[CH3:33])=[O:30].